Dataset: Forward reaction prediction with 1.9M reactions from USPTO patents (1976-2016). Task: Predict the product of the given reaction. (1) Given the reactants [F:1][C:2]1[CH:9]=[CH:8][CH:7]=[C:6]([N:10]2[CH:14]=[C:13]([CH3:15])[N:12]=[CH:11]2)[C:3]=1[C:4]#[N:5].[CH3:16][N+:17]([CH3:19])=[CH2:18].[I-], predict the reaction product. The product is: [CH3:16][N:17]([CH2:19][C:14]1[N:10]([C:6]2[CH:7]=[CH:8][CH:9]=[C:2]([F:1])[C:3]=2[C:4]#[N:5])[CH:11]=[N:12][C:13]=1[CH3:15])[CH3:18]. (2) Given the reactants [CH2:1]([N:5]1[C:9]2[CH:10]=[CH:11][CH:12]=[CH:13][C:8]=2[NH:7][C:6]1=[O:14])[CH:2]([CH3:4])[CH3:3].[H-].[Na+].[Cl:17][C:18]1[CH:19]=[C:20]([C:25]([NH:27][C@H:28]2[CH2:33][CH2:32][C@H:31]([CH2:34]OS(C)(=O)=O)[CH2:30][CH2:29]2)=[O:26])[C:21]([CH3:24])=[N:22][CH:23]=1, predict the reaction product. The product is: [Cl:17][C:18]1[CH:23]=[N:22][C:21]([CH3:24])=[C:20]([CH:19]=1)[C:25]([NH:27][C@H:28]1[CH2:29][CH2:30][C@H:31]([CH2:34][N:7]2[C:8]3[CH:13]=[CH:12][CH:11]=[CH:10][C:9]=3[N:5]([CH2:1][CH:2]([CH3:3])[CH3:4])[C:6]2=[O:14])[CH2:32][CH2:33]1)=[O:26]. (3) Given the reactants [F:1][C:2]1[CH:20]=[CH:19][CH:18]=[C:17]([F:21])[C:3]=1[CH2:4][N:5]1[C:9]2[CH:10]=[CH:11][CH:12]=[C:13]([CH3:14])[C:8]=2[N:7]=[C:6]1[CH:15]=[O:16].N1C=CC=CC=1.[F:28][C:29]1[CH:47]=[CH:46][CH:45]=[C:44]([F:48])[C:30]=1[CH2:31][N:32]1[C:36]2[CH:37]=[CH:38][CH:39]=[C:40]([CH3:41])[C:35]=2[N:34]=[C:33]1CO, predict the reaction product. The product is: [F:1][C:2]1[CH:20]=[CH:19][CH:18]=[C:17]([F:21])[C:3]=1[CH2:4][N:5]1[C:9]2[CH:10]=[CH:11][CH:12]=[C:13]([CH3:14])[C:8]=2[N:7]=[C:6]1[CH:15]=[O:16].[F:28][C:29]1[CH:47]=[CH:46][CH:45]=[C:44]([F:48])[C:30]=1[CH2:31][N:32]1[C:36]2[CH:37]=[CH:38][CH:39]=[C:40]([CH3:41])[C:35]=2[N:34]=[CH:33]1. (4) Given the reactants [Cl:1][C:2]1[CH:34]=[C:33]([Cl:35])[CH:32]=[CH:31][C:3]=1[O:4][CH2:5][CH2:6][CH2:7][C:8]1[CH2:9][CH:10]([C:13]2[CH:18]=[CH:17][C:16]([S:19]([N:22]([CH2:28][O:29][CH3:30])[C:23]3[S:24][CH:25]=[CH:26][N:27]=3)(=[O:21])=[O:20])=[CH:15][CH:14]=2)[NH:11][N:12]=1, predict the reaction product. The product is: [Cl:1][C:2]1[CH:34]=[C:33]([Cl:35])[CH:32]=[CH:31][C:3]=1[O:4][CH2:5][CH2:6][CH2:7][C:8]1[CH:9]=[C:10]([C:13]2[CH:18]=[CH:17][C:16]([S:19]([N:22]([CH2:28][O:29][CH3:30])[C:23]3[S:24][CH:25]=[CH:26][N:27]=3)(=[O:21])=[O:20])=[CH:15][CH:14]=2)[NH:11][N:12]=1.